Dataset: Forward reaction prediction with 1.9M reactions from USPTO patents (1976-2016). Task: Predict the product of the given reaction. (1) The product is: [Cl:24][C:22]1[CH:21]=[C:20]2[C:3](=[C:2]([Cl:1])[CH:23]=1)[CH2:4][N:5]([CH3:19])[CH2:6][CH:7]2[C:9]1[CH:14]=[CH:13][C:12]([NH:15][C:16](=[O:18])[CH3:17])=[CH:11][CH:10]=1. Given the reactants [Cl:1][C:2]1[CH:23]=[C:22]([Cl:24])[CH:21]=[CH:20][C:3]=1[CH2:4][N:5]([CH3:19])[CH2:6][CH:7]([C:9]1[CH:14]=[CH:13][C:12]([NH:15][C:16](=[O:18])[CH3:17])=[CH:11][CH:10]=1)O.S(=O)(=O)(O)O, predict the reaction product. (2) Given the reactants [Br:1][C:2]1[CH:7]=[CH:6][C:5]([C@H:8]2[CH2:10][C@@H:9]2[CH:11]=O)=[CH:4][CH:3]=1.[CH3:13]CCCCC, predict the reaction product. The product is: [Br:1][C:2]1[CH:7]=[CH:6][C:5]([C@H:8]2[CH2:10][C@@H:9]2[CH:11]=[CH2:13])=[CH:4][CH:3]=1. (3) Given the reactants [CH3:1][C:2]1([CH3:31])[CH2:7][CH2:6][C:5]([C:8]2[C:13]([NH:14][C:15]([C:17]3[NH:18][CH:19]=[C:20]([C:22]#[N:23])[N:21]=3)=[O:16])=[CH:12][CH:11]=[C:10]([C:24]3(O)[CH2:29][CH2:28][O:27][CH2:26][CH2:25]3)[N:9]=2)=[CH:4][CH2:3]1.[CH3:32][N:33]1[CH2:38][CH2:37][NH:36][CH2:35][CH2:34]1, predict the reaction product. The product is: [CH3:1][C:2]1([CH3:31])[CH2:7][CH2:6][C:5]([C:8]2[C:13]([NH:14][C:15]([C:17]3[NH:18][CH:19]=[C:20]([C:22]#[N:23])[N:21]=3)=[O:16])=[CH:12][CH:11]=[C:10]([C:24]3([N:36]4[CH2:37][CH2:38][N:33]([CH3:32])[CH2:34][CH2:35]4)[CH2:29][CH2:28][O:27][CH2:26][CH2:25]3)[N:9]=2)=[CH:4][CH2:3]1. (4) Given the reactants [NH:1]1[C:5](=[O:6])[CH2:4][CH2:3][C@H:2]1[C:7]([N:9]1[CH2:23][CH2:22][CH2:21][C@H:10]1[C:11]([O:13]CC1C=CC=CC=1)=[O:12])=[O:8], predict the reaction product. The product is: [NH:1]1[C:5](=[O:6])[CH2:4][CH2:3][C@H:2]1[C:7]([N:9]1[CH2:23][CH2:22][CH2:21][C@H:10]1[C:11]([OH:13])=[O:12])=[O:8].